Task: Predict the reaction yield, written as a fraction of the theoretical maximum amount of product (1.0 means a 100% yield; for example, 0.34 means a 34% yield).. Dataset: Reaction yield outcomes from USPTO patents with 853,638 reactions (1) The reactants are [C:1]([O:4][CH:5]1[C:9]2=[N:10][CH:11]=[C:12]([NH2:28])[C:13]([N:14]3[CH2:19][CH2:18][CH2:17][C@H:16]([NH:20][C:21]([O:23][C:24]([CH3:27])([CH3:26])[CH3:25])=[O:22])[CH2:15]3)=[C:8]2[CH2:7][CH2:6]1)(=[O:3])[CH3:2].[NH2:29][C:30]1[C:31]([C:45](O)=[O:46])=[N:32][C:33]([C:37]2[C:42]([F:43])=[CH:41][CH:40]=[CH:39][C:38]=2[F:44])=[C:34]([F:36])[CH:35]=1.CN(C(ON1N=NC2C=CC=NC1=2)=[N+](C)C)C.F[P-](F)(F)(F)(F)F.CCN(C(C)C)C(C)C. The catalyst is CN(C=O)C. The yield is 0.410. The product is [C:1]([O:4][CH:5]1[C:9]2=[N:10][CH:11]=[C:12]([NH:28][C:45]([C:31]3[C:30]([NH2:29])=[CH:35][C:34]([F:36])=[C:33]([C:37]4[C:38]([F:44])=[CH:39][CH:40]=[CH:41][C:42]=4[F:43])[N:32]=3)=[O:46])[C:13]([N:14]3[CH2:19][CH2:18][CH2:17][C@H:16]([NH:20][C:21]([O:23][C:24]([CH3:27])([CH3:26])[CH3:25])=[O:22])[CH2:15]3)=[C:8]2[CH2:7][CH2:6]1)(=[O:3])[CH3:2]. (2) The reactants are [C:1]([C:5]1[N:10]=[C:9]([NH:11][C:12]2[CH:17]=[C:16](Cl)[N:15]=[N:14][C:13]=2[C:19]([NH2:21])=[O:20])[CH:8]=[CH:7][CH:6]=1)([CH3:4])([CH3:3])[CH3:2].[NH2:22][CH:23]([CH2:33][CH:34]([CH3:36])[CH3:35])[CH2:24][NH:25][C:26](=[O:32])[O:27][C:28]([CH3:31])([CH3:30])[CH3:29]. The catalyst is CN1CCCC1=O. The product is [C:1]([C:5]1[N:10]=[C:9]([NH:11][C:12]2[CH:17]=[C:16]([NH:22][CH:23]([CH2:33][CH:34]([CH3:36])[CH3:35])[CH2:24][NH:25][C:26](=[O:32])[O:27][C:28]([CH3:29])([CH3:30])[CH3:31])[N:15]=[N:14][C:13]=2[C:19](=[O:20])[NH2:21])[CH:8]=[CH:7][CH:6]=1)([CH3:4])([CH3:3])[CH3:2]. The yield is 0.640. (3) The reactants are [H-].[Na+].[N:3]1[CH:8]=[CH:7][CH:6]=[CH:5][C:4]=1[NH:9][C:10]1[CH:19]=[CH:18][C:17]2[C:12](=[CH:13][CH:14]=[CH:15][CH:16]=2)[N:11]=1.Br[CH2:21][CH2:22][CH2:23][CH2:24][CH2:25][CH2:26][C:27]([O:29][CH2:30][CH3:31])=[O:28].[O-]S([O-])(=S)=O.[Na+].[Na+]. The catalyst is CN(C=O)C.CCOC(C)=O. The product is [CH2:30]([O:29][C:27](=[O:28])[CH2:26][CH2:25][CH2:24][CH2:23][CH2:22][CH2:21][N:9]([C:4]1[CH:5]=[CH:6][CH:7]=[CH:8][N:3]=1)[C:10]1[CH:19]=[CH:18][C:17]2[C:12](=[CH:13][CH:14]=[CH:15][CH:16]=2)[N:11]=1)[CH3:31]. The yield is 0.550. (4) The reactants are [C:1]([O:4][C:5]1[CH:13]=[CH:12][C:11]([Cl:14])=[CH:10][C:6]=1[C:7]([OH:9])=O)(=[O:3])[CH3:2].[CH3:15][O:16][C:17]1[C:26]2[C:21](=[CH:22][CH:23]=[CH:24][CH:25]=2)[CH:20]=[C:19]([NH2:27])[CH:18]=1. No catalyst specified. The product is [C:1]([O:4][C:5]1[CH:13]=[CH:12][C:11]([Cl:14])=[CH:10][C:6]=1[C:7]([NH:27][C:19]1[CH:18]=[C:17]([O:16][CH3:15])[C:26]2[C:21]([CH:20]=1)=[CH:22][CH:23]=[CH:24][CH:25]=2)=[O:9])(=[O:3])[CH3:2]. The yield is 0.399.